Dataset: Reaction yield outcomes from USPTO patents with 853,638 reactions. Task: Predict the reaction yield, written as a fraction of the theoretical maximum amount of product (1.0 means a 100% yield; for example, 0.34 means a 34% yield). (1) The reactants are [Cl:1][C:2]1[CH:7]=[C:6]([F:8])[C:5]([NH:9][C:10]([NH:12][C:13]2[CH:18]=[CH:17][CH:16]=[CH:15][CH:14]=2)=[O:11])=[CH:4][C:3]=1[C:19]1[C:20](=[O:36])[N:21]([CH:33]([CH3:35])[CH3:34])[C:22]2[C:27]([CH:28]=1)=[CH:26][N:25]=[C:24]([NH:29][C:30](=[O:32])[CH3:31])[CH:23]=2.Cl.CCOCC. The catalyst is CC#N. The product is [ClH:1].[Cl:1][C:2]1[CH:7]=[C:6]([F:8])[C:5]([NH:9][C:10]([NH:12][C:13]2[CH:14]=[CH:15][CH:16]=[CH:17][CH:18]=2)=[O:11])=[CH:4][C:3]=1[C:19]1[C:20](=[O:36])[N:21]([CH:33]([CH3:34])[CH3:35])[C:22]2[C:27]([CH:28]=1)=[CH:26][N:25]=[C:24]([NH:29][C:30](=[O:32])[CH3:31])[CH:23]=2. The yield is 0.470. (2) The reactants are [C:1]([C:4]1[CH:9]=[CH:8][C:7]([N:10]2[C:15](=[O:16])[C:14]([CH2:17][C:18]3[CH:23]=[CH:22][C:21]([C:24]4[C:25]([C:30]#[N:31])=[CH:26][CH:27]=[CH:28][CH:29]=4)=[CH:20][CH:19]=3)=[C:13]([CH2:32][CH2:33][CH3:34])[N:12]=[C:11]2[CH3:35])=[CH:6][CH:5]=1)(=[O:3])[CH3:2].[CH3:36][Mg]Br.S([O-])(O)(=O)=O.[K+]. The catalyst is O1CCCC1. The product is [OH:3][C:1]([C:4]1[CH:5]=[CH:6][C:7]([N:10]2[C:15](=[O:16])[C:14]([CH2:17][C:18]3[CH:23]=[CH:22][C:21]([C:24]4[C:25]([C:30]#[N:31])=[CH:26][CH:27]=[CH:28][CH:29]=4)=[CH:20][CH:19]=3)=[C:13]([CH2:32][CH2:33][CH3:34])[N:12]=[C:11]2[CH3:35])=[CH:8][CH:9]=1)([CH3:36])[CH3:2]. The yield is 0.350. (3) The reactants are [C:1]([O:5][C:6]([N:8]1[CH:17]([CH:18]([OH:36])[CH:19]([O:21][C:22](=[O:35])[CH:23]([NH:27][C:28]([O:30][C:31]([CH3:34])([CH3:33])[CH3:32])=[O:29])[CH:24]([CH3:26])[CH3:25])[CH3:20])[CH2:16][NH:15][C:14]2[NH:13][C:12]([N:37]=CN(C)C)=[N:11][C:10](=[O:42])[C:9]1=2)=[O:7])([CH3:4])([CH3:3])[CH3:2].Cl.C(=O)(O)[O-].[Na+]. The catalyst is C(#N)C.C(Cl)Cl. The product is [C:1]([O:5][C:6]([N:8]1[CH:17]([CH:18]([OH:36])[CH:19]([O:21][C:22](=[O:35])[CH:23]([NH:27][C:28]([O:30][C:31]([CH3:34])([CH3:33])[CH3:32])=[O:29])[CH:24]([CH3:26])[CH3:25])[CH3:20])[CH2:16][NH:15][C:14]2[NH:13][C:12]([NH2:37])=[N:11][C:10](=[O:42])[C:9]1=2)=[O:7])([CH3:4])([CH3:2])[CH3:3]. The yield is 0.630. (4) The reactants are C1(C)C=CC(S(O[CH:11]([CH2:13]/[CH:14]=[CH:15]/[C:16]2[CH:17]=[N:18][CH:19]=[C:20]([O:22][CH3:23])[CH:21]=2)[CH3:12])(=O)=O)=CC=1.[CH3:25][NH2:26]. The catalyst is C(O)C. The product is [CH3:25][NH:26][CH:11]([CH2:13]/[CH:14]=[CH:15]/[C:16]1[CH:17]=[N:18][CH:19]=[C:20]([O:22][CH3:23])[CH:21]=1)[CH3:12]. The yield is 0.418. (5) The reactants are [Cl:1][C:2]1[CH:21]=[C:20]([C:22]([F:25])([F:24])[F:23])[CH:19]=[CH:18][C:3]=1[CH2:4][N:5]1[C:9](/[CH:10]=[CH:11]/[C:12](O)=[O:13])=[CH:8][C:7]([CH:15]2[CH2:17][CH2:16]2)=[N:6]1.[CH2:26]([S:31]([NH2:34])(=[O:33])=[O:32])[CH2:27][CH2:28][CH2:29][CH3:30].N12CCCN=C1CCCCC2.Cl. The catalyst is CN(C)C=O.O. The product is [Cl:1][C:2]1[CH:21]=[C:20]([C:22]([F:24])([F:25])[F:23])[CH:19]=[CH:18][C:3]=1[CH2:4][N:5]1[C:9](/[CH:10]=[CH:11]/[C:12]([NH:34][S:31]([CH2:26][CH2:27][CH2:28][CH2:29][CH3:30])(=[O:33])=[O:32])=[O:13])=[CH:8][C:7]([CH:15]2[CH2:17][CH2:16]2)=[N:6]1. The yield is 0.460. (6) The reactants are [CH3:1][C:2]1[O:6][C:5]([C:7]2[CH:12]=[CH:11][CH:10]=[CH:9][CH:8]=2)=[N:4][C:3]=1[CH2:13][O:14][C:15]1[CH:20]=[CH:19][C:18]([CH2:21][CH2:22][C:23]2[O:27][C:26]([C:28]3[CH:33]=[CH:32][CH:31]=[CH:30][CH:29]=3)=[N:25][C:24]=2[CH2:34][O:35]COC)=[CH:17][CH:16]=1.S(=O)(=O)(O)O. The catalyst is O1CCCC1. The product is [CH3:1][C:2]1[O:6][C:5]([C:7]2[CH:8]=[CH:9][CH:10]=[CH:11][CH:12]=2)=[N:4][C:3]=1[CH2:13][O:14][C:15]1[CH:20]=[CH:19][C:18]([CH2:21][CH2:22][C:23]2[O:27][C:26]([C:28]3[CH:33]=[CH:32][CH:31]=[CH:30][CH:29]=3)=[N:25][C:24]=2[CH2:34][OH:35])=[CH:17][CH:16]=1. The yield is 0.590. (7) The reactants are Cl[CH2:2][C:3]1[C:4]([S:9][CH:10]2[CH2:15][CH2:14][CH2:13][CH2:12][CH2:11]2)=[N:5][CH:6]=[CH:7][CH:8]=1.C([O:18][C:19](=[O:31])[CH2:20][CH2:21][C:22]1[CH:27]=[C:26]([F:28])[C:25]([OH:29])=[C:24]([F:30])[CH:23]=1)C. No catalyst specified. The product is [CH:10]1([S:9][C:4]2[C:3]([CH2:2][O:29][C:25]3[C:24]([F:30])=[CH:23][C:22]([CH2:21][CH2:20][C:19]([OH:31])=[O:18])=[CH:27][C:26]=3[F:28])=[CH:8][CH:7]=[CH:6][N:5]=2)[CH2:15][CH2:14][CH2:13][CH2:12][CH2:11]1. The yield is 0.740. (8) The yield is 0.430. The product is [F:15][C:5]1[CH:4]=[C:3]([CH2:2][C:17]2[O:16][CH:20]=[CH:19][CH:18]=2)[CH:8]=[CH:7][C:6]=1[CH:9]([CH3:14])[C:10]([OH:12])=[O:11]. The catalyst is O1CCCC1.C1C(=O)[N-]C(=O)C1.C1C=CC(P(C2C=CC=CC=2)C2C=CC=CC=2)=CC=1.C1C=CC(P(C2C=CC=CC=2)C2C=CC=CC=2)=CC=1.Br[Pd+]. The reactants are Br[CH2:2][C:3]1[CH:8]=[CH:7][C:6]([CH:9]([CH3:14])[C:10]([O:12]C)=[O:11])=[C:5]([F:15])[CH:4]=1.[O:16]1[CH:20]=[CH:19][CH:18]=[C:17]1B(O)O.C(=O)([O-])[O-].[Na+].[Na+].CCOCC. (9) The reactants are [CH2:1]([NH:4][C:5]1[CH:9]=[C:8]([C:10]2[CH:15]=[CH:14][N:13]=[CH:12][CH:11]=2)[S:7][C:6]=1[C:16]([NH2:18])=[O:17])[CH2:2][CH3:3].[CH3:19][C:20]([CH3:22])=O.O.C1(C)C=CC(S(O)(=O)=O)=CC=1.C(=O)([O-])O.[Na+]. The catalyst is C(O)(=O)C. The product is [CH3:19][C:20]1([CH3:22])[N:4]([CH2:1][CH2:2][CH3:3])[C:5]2[CH:9]=[C:8]([C:10]3[CH:15]=[CH:14][N:13]=[CH:12][CH:11]=3)[S:7][C:6]=2[C:16](=[O:17])[NH:18]1. The yield is 0.620.